Predict the reactants needed to synthesize the given product. From a dataset of Full USPTO retrosynthesis dataset with 1.9M reactions from patents (1976-2016). (1) The reactants are: [OH:1][CH2:2][CH:3]([CH2:6][OH:7])[CH2:4][OH:5].Cl[C:9]([O:11][CH3:12])=[O:10]. Given the product [CH3:12][O:11][C:9]([O:1][CH2:2][CH:3]([CH2:6][OH:7])[CH2:4][OH:5])=[O:10], predict the reactants needed to synthesize it. (2) The reactants are: [CH2:1]1[C:6]2[CH:7]=CC(NC(=O)OCC3C=CC=CC=3)=[CH:10][C:5]=2[CH2:4][CH2:3][O:2]1.CO.[O:24]([C:26]([CH3:29])(C)C)[Li].[C:30]([O:33][C@H:34]([CH2:40]Cl)[CH2:35][NH:36][C:37](=O)[CH3:38])(=[O:32])C.C[N:43](C=O)C. Given the product [CH2:1]1[C:6]2[CH:7]=[CH:38][C:37]([N:36]3[CH2:35][C@H:34]([CH2:40][CH2:29][C:26]([NH2:43])=[O:24])[O:33][C:30]3=[O:32])=[CH:10][C:5]=2[CH2:4][CH2:3][O:2]1, predict the reactants needed to synthesize it. (3) Given the product [O:4]=[C:3]1[C:5]2[S:6][CH:7]=[CH:8][C:9]=2[C:14]2[CH:15]=[CH:16][C:17]([C:19]#[N:20])=[CH:18][C:13]=2[NH:12]1, predict the reactants needed to synthesize it. The reactants are: CO[C:3]([C:5]1[S:6][CH:7]=[CH:8][C:9]=1Br)=[O:4].Cl.[NH2:12][C:13]1[CH:18]=[C:17]([C:19]#[N:20])[CH:16]=[CH:15][C:14]=1B(O)O.C(=O)([O-])[O-].[Cs+].[Cs+].O. (4) Given the product [CH3:1][N:2]1[C@@H:19]2[CH2:20][C:7]3[CH:8]=[CH:9][C:10]([O:21][CH3:23])=[C:11]4[O:12][C@H:13]5[C:14]([CH2:16][CH2:17][C@@H:18]2[C@:5]5([C:6]=34)[CH2:4][CH2:3]1)=[O:15], predict the reactants needed to synthesize it. The reactants are: [CH3:1][N:2]1[C@@H:19]2[CH2:20][C:7]3=[CH:8][CH:9]=[C:10]([OH:21])[C:11]4[O:12][C@H:13]5[C:14]([CH2:16][CH2:17][C@@H:18]2[C@:5]5([C:6]=43)[CH2:4][CH2:3]1)=[O:15].[O-][CH2:23]C.[Na+]. (5) The reactants are: [Cl:1][C:2]1[CH:3]=[C:4]([C@H:8]([OH:38])[CH2:9][NH:10][C:11]2[C:20]3[C:15](=[CH:16][CH:17]=[CH:18][CH:19]=3)[NH:14][C:13](=[O:21])[C:12]=2[C:22]2[NH:26][C:25]3[CH:27]=[C:28]([N:32]4[CH2:37][CH2:36]N[CH2:34][CH2:33]4)[CH:29]=[C:30]([CH3:31])[C:24]=3[N:23]=2)[CH:5]=[CH:6][CH:7]=1.[C:39]([BH3-])#[N:40].[Na+].[CH3:43][OH:44]. Given the product [Cl:1][C:2]1[CH:3]=[C:4]([C@H:8]([OH:38])[CH2:9][NH:10][C:11]2[C:20]3[C:15](=[CH:16][CH:17]=[CH:18][CH:19]=3)[NH:14][C:13](=[O:21])[C:12]=2[C:22]2[NH:26][C:25]3[CH:27]=[C:28]([N:32]4[CH2:37][CH2:36][N:40]([CH2:39][CH2:43][OH:44])[CH2:34][CH2:33]4)[CH:29]=[C:30]([CH3:31])[C:24]=3[N:23]=2)[CH:5]=[CH:6][CH:7]=1, predict the reactants needed to synthesize it. (6) The reactants are: [O:1]=[C:2]1[C:6]2([CH2:11][CH2:10][N:9]([C:12]([O:14][C:15]([CH3:18])([CH3:17])[CH3:16])=[O:13])[CH2:8][CH2:7]2)[N:5]([C:19]2[CH:24]=[CH:23][CH:22]=[CH:21][CH:20]=2)[CH2:4][NH:3]1.C(=O)([O-])[O-].[K+].[K+].Br[CH2:32][C:33]1[CH:34]=[C:35]([CH:40]=[CH:41][CH:42]=1)[C:36]([O:38][CH3:39])=[O:37]. Given the product [CH3:39][O:38][C:36]([C:35]1[CH:34]=[C:33]([CH:42]=[CH:41][CH:40]=1)[CH2:32][N:3]1[C:2](=[O:1])[C:6]2([CH2:7][CH2:8][N:9]([C:12]([O:14][C:15]([CH3:18])([CH3:17])[CH3:16])=[O:13])[CH2:10][CH2:11]2)[N:5]([C:19]2[CH:20]=[CH:21][CH:22]=[CH:23][CH:24]=2)[CH2:4]1)=[O:37], predict the reactants needed to synthesize it. (7) Given the product [C:1]([O:5][C:6](=[O:9])[CH:7]=[CH2:8])([CH3:4])([CH3:3])[CH3:2].[F:10][C:11]([F:18])([F:17])[C:12](=[CH2:16])[C:13]([OH:15])=[O:14].[C:19]([O:24][CH2:25][C:26]([F:33])([F:34])[CH:27]([F:32])[C:28]([F:30])([F:31])[F:29])(=[O:23])[C:20]([CH3:22])=[CH2:21], predict the reactants needed to synthesize it. The reactants are: [C:1]([O:5][C:6](=[O:9])[CH:7]=[CH2:8])([CH3:4])([CH3:3])[CH3:2].[F:10][C:11]([F:18])([F:17])[C:12](=[CH2:16])[C:13]([OH:15])=[O:14].[C:19]([O:24][CH2:25][C:26]([F:34])([F:33])[CH:27]([F:32])[C:28]([F:31])([F:30])[F:29])(=[O:23])[C:20]([CH3:22])=[CH2:21].CC(N=NC(C#N)(C)C)(C#N)C. (8) Given the product [Cl:18][C:15]1[CH:16]=[CH:17][C:12]([CH2:11][CH2:10][NH:9][C:4]2[CH:3]=[C:2]([C:27]3[NH:26][CH:30]=[CH:29][CH:28]=3)[N:7]=[C:6]([NH2:8])[N:5]=2)=[CH:13][CH:14]=1, predict the reactants needed to synthesize it. The reactants are: Cl[C:2]1[N:7]=[C:6]([NH2:8])[N:5]=[C:4]([NH:9][CH2:10][CH2:11][C:12]2[CH:17]=[CH:16][C:15]([Cl:18])=[CH:14][CH:13]=2)[CH:3]=1.C(OC([N:26]1[CH:30]=[CH:29][CH:28]=[C:27]1B(O)O)=O)(C)(C)C. (9) Given the product [OH:4][CH2:3][CH2:2][O:5][C:21]([C:19]1[N:20]=[C:16]([O:15][CH2:14][CH2:13][O:12][CH:7]2[CH2:8][CH2:9][CH2:10][CH2:11][O:6]2)[S:17][CH:18]=1)=[NH:22], predict the reactants needed to synthesize it. The reactants are: [Na].[CH2:2]([OH:5])[CH2:3][OH:4].[O:6]1[CH2:11][CH2:10][CH2:9][CH2:8][CH:7]1[O:12][CH2:13][CH2:14][O:15][C:16]1[S:17][CH:18]=[C:19]([C:21]#[N:22])[N:20]=1.C(O)(=O)C.